From a dataset of Reaction yield outcomes from USPTO patents with 853,638 reactions. Predict the reaction yield, written as a fraction of the theoretical maximum amount of product (1.0 means a 100% yield; for example, 0.34 means a 34% yield). (1) The product is [CH3:2][C:1]1[C:4]([C:5]([O:7][CH2:8][CH3:9])=[O:6])=[C:10]([CH3:11])[N:21]=[CH:19][N:20]=1. The catalyst is C(O)C. The reactants are [C:1]([C:4](=[C:10](OCC)[CH3:11])[C:5]([O:7][CH2:8][CH3:9])=[O:6])(=O)[CH3:2].C(O)(=O)C.[CH:19]([NH2:21])=[NH:20].[O-]CC.[Na+]. The yield is 0.760. (2) The yield is 0.735. The product is [Br-:23].[OH:10][C:9]([C:17]1[CH:22]=[CH:21][CH:20]=[CH:19][CH:18]=1)([C:11]1[CH:12]=[CH:13][CH:14]=[CH:15][CH:16]=1)[C:4]12[CH2:5][CH2:6][N+:1]([CH2:24][CH2:25][CH2:26][O:27][C:28]3[CH:33]=[CH:32][CH:31]=[CH:30][C:29]=3[O:34][CH3:35])([CH2:2][CH2:3]1)[CH2:8][CH2:7]2. The catalyst is CC#N. The reactants are [N:1]12[CH2:8][CH2:7][C:4]([C:9]([C:17]3[CH:22]=[CH:21][CH:20]=[CH:19][CH:18]=3)([C:11]3[CH:16]=[CH:15][CH:14]=[CH:13][CH:12]=3)[OH:10])([CH2:5][CH2:6]1)[CH2:3][CH2:2]2.[Br:23][CH2:24][CH2:25][CH2:26][O:27][C:28]1[CH:33]=[CH:32][CH:31]=[CH:30][C:29]=1[O:34][CH3:35]. (3) The reactants are CC1C=C(O[Si:9]([CH:16]([CH3:18])[CH3:17])([CH:13]([CH3:15])[CH3:14])[CH:10]([CH3:12])[CH3:11])C=C(C)C=1C(C1C=CC(F)=C(C(C)C)C=1)O.C(O)(C(F)(F)F)=O.C([SiH](CC)CC)C. The catalyst is C(Cl)Cl.CCOC(C)=O.O. The product is [CH:10]([SiH:9]([CH:16]([CH3:18])[CH3:17])[CH:13]([CH3:15])[CH3:14])([CH3:12])[CH3:11]. The yield is 0.720. (4) The reactants are C([N:8]1[CH2:13][CH2:12][N:11](CC2C=CC=CC=2)[CH2:10][C@@H:9]1[CH2:21][CH2:22][C:23]1[CH:28]=[CH:27][CH:26]=[CH:25][N:24]=1)C1C=CC=CC=1.C([O-])=O.[NH4+]. The catalyst is C(O)C.[Pd]. The product is [N:24]1[CH:25]=[CH:26][CH:27]=[CH:28][C:23]=1[CH2:22][CH2:21][C@H:9]1[CH2:10][NH:11][CH2:12][CH2:13][NH:8]1. The yield is 0.750. (5) The reactants are [OH:1][C:2]1[CH:3]=[C:4]([CH2:8][C:9]([OH:11])=[O:10])[CH:5]=[CH:6][CH:7]=1.[CH2:12](Br)[C:13]1[CH:18]=[CH:17][CH:16]=[CH:15][CH:14]=1.[OH-].[K+]. The catalyst is C1COCC1. The product is [CH2:12]([O:1][C:2]1[CH:3]=[C:4]([CH2:8][C:9]([OH:11])=[O:10])[CH:5]=[CH:6][CH:7]=1)[C:13]1[CH:18]=[CH:17][CH:16]=[CH:15][CH:14]=1. The yield is 0.910. (6) The reactants are Cl[C:2]1[NH:3][CH:4]=[C:5]([N+:7]([O-:9])=[O:8])[N:6]=1.[Br:10][C:11]1[CH:12]=[CH:13][C:14]2[O:18][C:17](=[O:19])[N:16]([CH2:20][C:21]3([CH3:24])[CH2:23][O:22]3)[C:15]=2[CH:25]=1.C([O-])(=O)C.[Na+].[H-].[Na+]. The catalyst is C(O)C. The product is [Br:10][C:11]1[CH:12]=[CH:13][C:14]2[O:18][C:17](=[O:19])[N:16]([CH2:20][C:21]3([CH3:23])[O:22][C:2]4=[N:6][C:5]([N+:7]([O-:9])=[O:8])=[CH:4][N:3]4[CH2:24]3)[C:15]=2[CH:25]=1. The yield is 0.370. (7) The reactants are Cl[C:2](Cl)([O:4]C(=O)OC(Cl)(Cl)Cl)Cl.[C:13]1([S:19]([C:22]2[CH:27]=[CH:26][CH:25]=[CH:24][C:23]=2[NH2:28])(=[O:21])=[O:20])[CH:18]=[CH:17][CH:16]=[CH:15][CH:14]=1.C(N(CC)CC)C.Cl.[CH3:37][O:38][C:39](=[O:60])[C@@H:40]([NH2:59])[CH2:41][C:42]1[CH:47]=[CH:46][C:45]([NH:48][C:49](=[O:58])[C:50]2[C:55]([Cl:56])=[CH:54][CH:53]=[CH:52][C:51]=2[Cl:57])=[CH:44][CH:43]=1. The catalyst is ClCCl. The product is [CH3:37][O:38][C:39](=[O:60])[C@@H:40]([NH:59][C:2]([NH:28][C:23]1[CH:24]=[CH:25][CH:26]=[CH:27][C:22]=1[S:19]([C:13]1[CH:14]=[CH:15][CH:16]=[CH:17][CH:18]=1)(=[O:21])=[O:20])=[O:4])[CH2:41][C:42]1[CH:47]=[CH:46][C:45]([NH:48][C:49](=[O:58])[C:50]2[C:51]([Cl:57])=[CH:52][CH:53]=[CH:54][C:55]=2[Cl:56])=[CH:44][CH:43]=1. The yield is 0.500. (8) The reactants are [NH2:1][C:2]1[CH:7]=[C:6]([C:8]([F:11])([F:10])[F:9])[CH:5]=[CH:4][N:3]=1.N1C=CC=CC=1.Cl[C:19]([O:21][C:22]1[CH:27]=[CH:26][CH:25]=[CH:24][CH:23]=1)=[O:20]. The catalyst is O1CCCC1.O. The product is [C:22]1([O:21][C:19](=[O:20])[NH:1][C:2]2[CH:7]=[C:6]([C:8]([F:9])([F:11])[F:10])[CH:5]=[CH:4][N:3]=2)[CH:27]=[CH:26][CH:25]=[CH:24][CH:23]=1. The yield is 0.810. (9) The catalyst is CO.O. The reactants are [C:1]1([CH2:7][C:8]([O:10]C)=[O:9])[CH:6]=[CH:5][CH:4]=[CH:3][CH:2]=1.[OH-].[Na+]. The yield is 0.960. The product is [C:1]1([CH2:7][C:8]([OH:10])=[O:9])[CH:6]=[CH:5][CH:4]=[CH:3][CH:2]=1. (10) The yield is 0.440. The product is [CH3:21][O:20][C:13]1[CH:14]=[C:15]([O:18][CH3:19])[CH:16]=[CH:17][C:12]=1[CH2:11][N:9]1[CH2:10][C:6]2[C:5]([F:23])=[C:4]([NH:24][C@H:25]([CH2:29][CH:30]([CH3:32])[CH3:31])[C:26]([NH2:28])=[O:27])[N:3]=[C:2]([C:37]3[CH:36]=[N:35][N:34]([CH3:33])[CH:38]=3)[C:7]=2[C:8]1=[O:22]. The catalyst is O1CCOCC1.C([O-])([O-])=O.[Na+].[Na+].Cl[Pd](Cl)([P](C1C=CC=CC=1)(C1C=CC=CC=1)C1C=CC=CC=1)[P](C1C=CC=CC=1)(C1C=CC=CC=1)C1C=CC=CC=1. The reactants are Cl[C:2]1[C:7]2[C:8](=[O:22])[N:9]([CH2:11][C:12]3[CH:17]=[CH:16][C:15]([O:18][CH3:19])=[CH:14][C:13]=3[O:20][CH3:21])[CH2:10][C:6]=2[C:5]([F:23])=[C:4]([NH:24][C@H:25]([CH2:29][CH:30]([CH3:32])[CH3:31])[C:26]([NH2:28])=[O:27])[N:3]=1.[CH3:33][N:34]1[CH:38]=[C:37](B2OC(C)(C)C(C)(C)O2)[CH:36]=[N:35]1.